Dataset: Catalyst prediction with 721,799 reactions and 888 catalyst types from USPTO. Task: Predict which catalyst facilitates the given reaction. (1) Reactant: F[C:2]1[C:20]2[C:19](=[O:21])[C:18]([C:22]([OH:24])=[O:23])=[CH:17][N:7]3[C@H:8]([C:11]4[CH:16]=[CH:15][CH:14]=[CH:13][CH:12]=4)[CH2:9][O:10][C:5]([C:6]=23)=[C:4]([NH:25][CH2:26][CH2:27][NH:28][C:29]2[CH:34]=[CH:33][CH:32]=[CH:31][N:30]=2)[C:3]=1[F:35].[CH3:36][O:37][C:38]1[CH:45]=[CH:44][C:41]([CH2:42][NH2:43])=[CH:40][CH:39]=1. Product: [F:35][C:3]1[C:4]([NH:25][CH2:26][CH2:27][NH:28][C:29]2[CH:34]=[CH:33][CH:32]=[CH:31][N:30]=2)=[C:5]2[O:10][CH2:9][C@@H:8]([C:11]3[CH:12]=[CH:13][CH:14]=[CH:15][CH:16]=3)[N:7]3[CH:17]=[C:18]([C:22]([OH:24])=[O:23])[C:19](=[O:21])[C:20]([C:2]=1[NH:43][CH2:42][C:41]1[CH:44]=[CH:45][C:38]([O:37][CH3:36])=[CH:39][CH:40]=1)=[C:6]23. The catalyst class is: 16. (2) Reactant: C1COCC1.[CH:6]1([NH:12][C:13]2[CH:22]=[C:21]3[C:16]([C:17](=[O:50])[N:18]([CH2:29][C:30]([N:32]([CH2:39][C:40]([O:42][CH2:43][C:44]4C=CC=CC=4)=[O:41])[CH2:33][C:34]([O:36]CC)=[O:35])=[O:31])[C:19](=[O:28])[N:20]3[CH:23]3[CH2:27][CH2:26][CH2:25][CH2:24]3)=[CH:15][C:14]=2[F:51])[CH2:11][CH2:10][CH2:9][CH2:8][CH2:7]1. Product: [CH:6]1([NH:12][C:13]2[CH:22]=[C:21]3[C:16]([C:17](=[O:50])[N:18]([CH2:29][C:30]([N:32]([CH2:33][C:34]([OH:36])=[O:35])[CH2:39][C:40]([O:42][CH2:43][CH3:44])=[O:41])=[O:31])[C:19](=[O:28])[N:20]3[CH:23]3[CH2:27][CH2:26][CH2:25][CH2:24]3)=[CH:15][C:14]=2[F:51])[CH2:7][CH2:8][CH2:9][CH2:10][CH2:11]1. The catalyst class is: 849. (3) Reactant: Br[C:2]1[CH:3]=[CH:4][C:5]([C:9]([OH:12])([CH3:11])[CH3:10])=[C:6]([OH:8])[CH:7]=1.[C:13]([O:17][CH2:18][CH3:19])(=[O:16])[CH:14]=[CH2:15].C(N(CC)CC)C.CC1C(P(C2C(C)=CC=CC=2)C2C(C)=CC=CC=2)=CC=CC=1. Product: [OH:8][C:6]1[CH:7]=[C:2](/[CH:15]=[CH:14]/[C:13]([O:17][CH2:18][CH3:19])=[O:16])[CH:3]=[CH:4][C:5]=1[C:9]([OH:12])([CH3:11])[CH3:10]. The catalyst class is: 524. (4) The catalyst class is: 2. Reactant: FC(F)(F)C(O)=O.[Br:8][C:9]1[CH:14]=[CH:13][C:12]([N:15]2[CH2:20][CH2:19][CH2:18][C@@H:17]([NH:21]C(=O)OC(C)(C)C)[CH2:16]2)=[CH:11][CH:10]=1.[OH-].[Na+]. Product: [Br:8][C:9]1[CH:14]=[CH:13][C:12]([N:15]2[CH2:20][CH2:19][CH2:18][C@@H:17]([NH2:21])[CH2:16]2)=[CH:11][CH:10]=1. (5) Reactant: [CH2:1]1[C:10]2[C:5](=[CH:6][CH:7]=[CH:8][CH:9]=2)[CH2:4][CH2:3][C:2]1=[N:11][N:12]1[C:21]2[C:16](=[CH:17][CH:18]=[CH:19][CH:20]=2)[C:15]([OH:22])=[C:14]([C:23]2[NH:28][C:27]3[CH:29]=[CH:30][CH:31]=[CH:32][C:26]=3[S:25](=[O:34])(=[O:33])[N:24]=2)[C:13]1=[O:35].CO.[BH4-].[Li+].Cl. Product: [O:34]=[S:25]1(=[O:33])[C:26]2[CH:32]=[CH:31][CH:30]=[CH:29][C:27]=2[NH:28][C:23]([C:14]2[C:13](=[O:35])[N:12]([NH:11][CH:2]3[CH2:3][CH2:4][C:5]4[C:10](=[CH:9][CH:8]=[CH:7][CH:6]=4)[CH2:1]3)[C:21]3[C:16]([C:15]=2[OH:22])=[CH:17][CH:18]=[CH:19][CH:20]=3)=[N:24]1. The catalyst class is: 30.